From a dataset of Full USPTO retrosynthesis dataset with 1.9M reactions from patents (1976-2016). Predict the reactants needed to synthesize the given product. (1) Given the product [Br:12][C:13]1[CH:14]=[C:15]2[C:20](=[CH:21][CH:22]=1)[C:19]([Cl:23])=[N:18][N:17]=[C:16]2[NH:31][CH2:30][C:29]1[CH:32]=[CH:33][C:34]([O:35][CH3:36])=[C:27]([Cl:26])[CH:28]=1, predict the reactants needed to synthesize it. The reactants are: C1CCN2C(=NCCC2)CC1.[Br:12][C:13]1[CH:14]=[C:15]2[C:20](=[CH:21][CH:22]=1)[C:19]([Cl:23])=[N:18][N:17]=[C:16]2Cl.Cl.[Cl:26][C:27]1[CH:28]=[C:29]([CH:32]=[CH:33][C:34]=1[O:35][CH3:36])[CH2:30][NH2:31].CN1CCCC1=O. (2) Given the product [C:15]([O:19][C:20]([N:22]1[CH2:27][CH2:26][C:25]([C:3]2[C:4]([O:8][CH3:9])=[CH:5][CH:6]=[CH:7][C:2]=2[F:1])([OH:28])[CH2:24][CH2:23]1)=[O:21])([CH3:18])([CH3:16])[CH3:17], predict the reactants needed to synthesize it. The reactants are: [F:1][C:2]1[CH:7]=[CH:6][CH:5]=[C:4]([O:8][CH3:9])[CH:3]=1.C([Li])CCC.[C:15]([O:19][C:20]([N:22]1[CH2:27][CH2:26][C:25](=[O:28])[CH2:24][CH2:23]1)=[O:21])([CH3:18])([CH3:17])[CH3:16].[Cl-].[NH4+]. (3) Given the product [Cl:36][CH2:35][CH2:34][O:7][C:8]1[CH:9]=[CH:10][C:11]([C:14]2[S:18][C:17]([C:19]([NH2:2])=[O:21])=[CH:16][CH:15]=2)=[CH:12][CH:13]=1, predict the reactants needed to synthesize it. The reactants are: [Cl-].[NH4+:2].C[Al](C)C.[OH:7][C:8]1[CH:13]=[CH:12][C:11]([C:14]2[S:18][C:17]([C:19]([O:21]CC)=O)=[CH:16][CH:15]=2)=[CH:10][CH:9]=1.C1(C)C=CC(S(O[CH2:34][CH2:35][Cl:36])(=O)=O)=CC=1.C(=O)([O-])[O-].[K+].[K+]. (4) Given the product [CH2:1]([O:3][C:4](=[O:23])[CH:5]([C:13]1[CH:18]=[CH:17][C:16]([O:19][CH3:20])=[CH:15][C:14]=1[O:21][CH3:22])[N:6]1[C:10]([CH:11]=[O:12])=[CH:9][N:8]=[CH:7]1)[CH3:2], predict the reactants needed to synthesize it. The reactants are: [CH2:1]([O:3][C:4](=[O:23])[CH:5]([C:13]1[CH:18]=[CH:17][C:16]([O:19][CH3:20])=[CH:15][C:14]=1[O:21][CH3:22])[N:6]1[C:10]([CH2:11][OH:12])=[CH:9][N:8]=[CH:7]1)[CH3:2].CC(OI1(OC(C)=O)(OC(C)=O)OC(=O)C2C=CC=CC1=2)=O.